Task: Predict the reaction yield, written as a fraction of the theoretical maximum amount of product (1.0 means a 100% yield; for example, 0.34 means a 34% yield).. Dataset: Reaction yield outcomes from USPTO patents with 853,638 reactions The reactants are CC1C=CC(S(O[CH2:12][CH2:13][CH2:14][C:15]2[C:23]3[C:18](=[CH:19][CH:20]=[C:21]([F:24])[CH:22]=3)[NH:17][CH:16]=2)(=O)=O)=CC=1.[CH3:25][C:26]1[CH:31]=[C:30]([CH3:32])[N:29]=[C:28]([N:33]2[CH2:38][CH2:37][NH:36][CH2:35][CH2:34]2)[N:27]=1.C(=O)([O-])[O-].[K+].[K+].[I-].[K+]. The catalyst is C(#N)C. The product is [CH3:25][C:26]1[CH:31]=[C:30]([CH3:32])[N:29]=[C:28]([N:33]2[CH2:34][CH2:35][N:36]([CH2:12][CH2:13][CH2:14][C:15]3[C:23]4[C:18](=[CH:19][CH:20]=[C:21]([F:24])[CH:22]=4)[NH:17][CH:16]=3)[CH2:37][CH2:38]2)[N:27]=1. The yield is 0.800.